Dataset: NCI-60 drug combinations with 297,098 pairs across 59 cell lines. Task: Regression. Given two drug SMILES strings and cell line genomic features, predict the synergy score measuring deviation from expected non-interaction effect. (1) Drug 1: CC1=C2C(C(=O)C3(C(CC4C(C3C(C(C2(C)C)(CC1OC(=O)C(C(C5=CC=CC=C5)NC(=O)C6=CC=CC=C6)O)O)OC(=O)C7=CC=CC=C7)(CO4)OC(=O)C)O)C)OC(=O)C. Drug 2: CC1C(C(CC(O1)OC2CC(OC(C2O)C)OC3=CC4=CC5=C(C(=O)C(C(C5)C(C(=O)C(C(C)O)O)OC)OC6CC(C(C(O6)C)O)OC7CC(C(C(O7)C)O)OC8CC(C(C(O8)C)O)(C)O)C(=C4C(=C3C)O)O)O)O. Cell line: RPMI-8226. Synergy scores: CSS=62.8, Synergy_ZIP=5.32, Synergy_Bliss=4.38, Synergy_Loewe=-4.16, Synergy_HSA=4.12. (2) Drug 1: CN(C)C1=NC(=NC(=N1)N(C)C)N(C)C. Drug 2: CC1=C(C(=O)C2=C(C1=O)N3CC4C(C3(C2COC(=O)N)OC)N4)N. Cell line: TK-10. Synergy scores: CSS=6.88, Synergy_ZIP=0.611, Synergy_Bliss=7.52, Synergy_Loewe=-7.41, Synergy_HSA=3.23. (3) Drug 1: CC=C1C(=O)NC(C(=O)OC2CC(=O)NC(C(=O)NC(CSSCCC=C2)C(=O)N1)C(C)C)C(C)C. Drug 2: C(CC(=O)O)C(=O)CN.Cl. Cell line: RPMI-8226. Synergy scores: CSS=57.8, Synergy_ZIP=-2.96, Synergy_Bliss=-0.874, Synergy_Loewe=-20.4, Synergy_HSA=-0.600. (4) Drug 1: C1C(C(OC1N2C=NC3=C(N=C(N=C32)Cl)N)CO)O. Drug 2: CC12CCC3C(C1CCC2O)C(CC4=C3C=CC(=C4)O)CCCCCCCCCS(=O)CCCC(C(F)(F)F)(F)F. Cell line: PC-3. Synergy scores: CSS=15.3, Synergy_ZIP=-6.35, Synergy_Bliss=-4.55, Synergy_Loewe=-10.7, Synergy_HSA=-2.57. (5) Synergy scores: CSS=9.15, Synergy_ZIP=-3.26, Synergy_Bliss=-3.89, Synergy_Loewe=-16.3, Synergy_HSA=-1.82. Drug 1: CCCCCOC(=O)NC1=NC(=O)N(C=C1F)C2C(C(C(O2)C)O)O. Drug 2: CC1=C(N=C(N=C1N)C(CC(=O)N)NCC(C(=O)N)N)C(=O)NC(C(C2=CN=CN2)OC3C(C(C(C(O3)CO)O)O)OC4C(C(C(C(O4)CO)O)OC(=O)N)O)C(=O)NC(C)C(C(C)C(=O)NC(C(C)O)C(=O)NCCC5=NC(=CS5)C6=NC(=CS6)C(=O)NCCC[S+](C)C)O. Cell line: SK-OV-3. (6) Drug 1: CC1=C(C=C(C=C1)NC(=O)C2=CC=C(C=C2)CN3CCN(CC3)C)NC4=NC=CC(=N4)C5=CN=CC=C5. Drug 2: C(CCl)NC(=O)N(CCCl)N=O. Cell line: K-562. Synergy scores: CSS=66.5, Synergy_ZIP=4.64, Synergy_Bliss=5.22, Synergy_Loewe=-11.0, Synergy_HSA=7.45. (7) Drug 1: C1CC(=O)NC(=O)C1N2C(=O)C3=CC=CC=C3C2=O. Drug 2: CC(C)CN1C=NC2=C1C3=CC=CC=C3N=C2N. Cell line: SF-268. Synergy scores: CSS=-9.55, Synergy_ZIP=4.91, Synergy_Bliss=0.185, Synergy_Loewe=-10.4, Synergy_HSA=-8.19.